From a dataset of Forward reaction prediction with 1.9M reactions from USPTO patents (1976-2016). Predict the product of the given reaction. (1) Given the reactants COC1C=C(N)C=CC=1C1[S:13]C2=CN=C(C)N2N=1.[CH3:19][O:20][C:21](=[O:43])[C:22]1[CH:27]=[CH:26][C:25]([C:28]([NH:30][NH:31][C:32](=O)[CH2:33][NH:34][C:35]([O:37][C:38]([CH3:41])([CH3:40])[CH3:39])=[O:36])=O)=[CH:24][CH:23]=1, predict the reaction product. The product is: [CH3:19][O:20][C:21](=[O:43])[C:22]1[CH:27]=[CH:26][C:25]([C:28]2[S:13][C:32]([CH2:33][NH:34][C:35]([O:37][C:38]([CH3:41])([CH3:40])[CH3:39])=[O:36])=[N:31][N:30]=2)=[CH:24][CH:23]=1. (2) Given the reactants [F:1][C:2]([F:19])([F:18])[C:3]1[CH:8]=[CH:7][C:6]([C:9]2[CH:14]=[CH:13][C:12]([CH2:15][CH2:16]O)=[CH:11][CH:10]=2)=[CH:5][CH:4]=1.C(Br)(Br)(Br)[Br:21].C1(P(C2C=CC=CC=2)C2C=CC=CC=2)C=CC=CC=1, predict the reaction product. The product is: [Br:21][CH2:16][CH2:15][C:12]1[CH:13]=[CH:14][C:9]([C:6]2[CH:7]=[CH:8][C:3]([C:2]([F:19])([F:18])[F:1])=[CH:4][CH:5]=2)=[CH:10][CH:11]=1. (3) Given the reactants Cl[C:2]1[N:7]=[C:6]([S:8][C:9]2[CH:10]=[C:11]([NH:15][C:16](=[O:20])/[CH:17]=[CH:18]/[CH3:19])[CH:12]=[CH:13][CH:14]=2)[CH:5]=[CH:4][N:3]=1.[O:21]1[CH2:26][CH2:25][N:24]([C:27]2[CH:33]=[CH:32][C:30]([NH2:31])=[CH:29][CH:28]=2)[CH2:23][CH2:22]1, predict the reaction product. The product is: [O:21]1[CH2:22][CH2:23][N:24]([C:27]2[CH:28]=[CH:29][C:30]([NH:31][C:2]3[N:7]=[C:6]([S:8][C:9]4[CH:10]=[C:11]([NH:15][C:16](=[O:20])/[CH:17]=[CH:18]/[CH3:19])[CH:12]=[CH:13][CH:14]=4)[CH:5]=[CH:4][N:3]=3)=[CH:32][CH:33]=2)[CH2:25][CH2:26]1. (4) The product is: [CH3:18][O:19][C:20](=[O:23])[CH2:21][N:7]([C:6]([O:5][C:1]([CH3:4])([CH3:2])[CH3:3])=[O:15])[C:8]1[CH:13]=[C:12]([Cl:14])[CH:11]=[CH:10][N:9]=1. Given the reactants [C:1]([O:5][C:6](=[O:15])[NH:7][C:8]1[CH:13]=[C:12]([Cl:14])[CH:11]=[CH:10][N:9]=1)([CH3:4])([CH3:3])[CH3:2].[H-].[Na+].[CH3:18][O:19][C:20](=[O:23])[CH2:21]Br, predict the reaction product.